This data is from Forward reaction prediction with 1.9M reactions from USPTO patents (1976-2016). The task is: Predict the product of the given reaction. (1) The product is: [CH:1]1([C:4]2[CH:8]=[C:7]([S:9][CH2:22][CH:23]3[CH2:28][CH2:27][N:26]([C:29]([O:31][C:32]([CH3:33])([CH3:35])[CH3:34])=[O:30])[CH2:25][CH2:24]3)[N:6]([CH3:10])[N:5]=2)[CH2:3][CH2:2]1. Given the reactants [CH:1]1([C:4]2[CH:8]=[C:7]([SH:9])[N:6]([CH3:10])[N:5]=2)[CH2:3][CH2:2]1.S(O[CH2:22][CH:23]1[CH2:28][CH2:27][N:26]([C:29]([O:31][C:32]([CH3:35])([CH3:34])[CH3:33])=[O:30])[CH2:25][CH2:24]1)(C1C=CC(C)=CC=1)(=O)=O.C([O-])([O-])=O.[Cs+].[Cs+], predict the reaction product. (2) The product is: [Br:22][C:7]1[C:8](=[O:13])[O:9][C:10]2[C:5]([C:6]=1[CH3:14])=[CH:4][C:3]([O:2][CH3:1])=[CH:12][CH:11]=2. Given the reactants [CH3:1][O:2][C:3]1[CH:4]=[C:5]2[C:10](=[CH:11][CH:12]=1)[O:9][C:8](=[O:13])[CH:7]=[C:6]2[CH3:14].C1C(=O)N([Br:22])C(=O)C1, predict the reaction product. (3) Given the reactants [Br:1][C:2]1[CH:17]=[CH:16][C:5]2[N:6]=[C:7]([C:9]3[CH:10]=[C:11]([CH:13]=[CH:14][CH:15]=3)[NH2:12])[O:8][C:4]=2[CH:3]=1.C(N(CC)CC)C.O1CCCC1.[CH3:30][S:31](Cl)(=[O:33])=[O:32], predict the reaction product. The product is: [Br:1][C:2]1[CH:17]=[CH:16][C:5]2[N:6]=[C:7]([C:9]3[CH:10]=[C:11]([NH:12][S:31]([CH3:30])(=[O:33])=[O:32])[CH:13]=[CH:14][CH:15]=3)[O:8][C:4]=2[CH:3]=1. (4) Given the reactants [CH3:1][O:2][C:3]1[CH:12]=[CH:11][C:10]([N:13]2[CH2:18][CH2:17][N:16]([CH3:19])[CH2:15][CH2:14]2)=[C:9]2[C:4]=1[CH2:5][CH2:6][N:7]([C:20](=[O:31])[CH2:21][C:22]1[CH:27]=[CH:26][C:25]([N+:28]([O-])=O)=[CH:24][CH:23]=1)[CH2:8]2.Cl.[H][H], predict the reaction product. The product is: [NH2:28][C:25]1[CH:24]=[CH:23][C:22]([CH2:21][C:20]([N:7]2[CH2:6][CH2:5][C:4]3[C:9](=[C:10]([N:13]4[CH2:18][CH2:17][N:16]([CH3:19])[CH2:15][CH2:14]4)[CH:11]=[CH:12][C:3]=3[O:2][CH3:1])[CH2:8]2)=[O:31])=[CH:27][CH:26]=1. (5) The product is: [NH:1]1[C:5]([C:6]([O:8][CH2:12][CH3:13])=[O:7])=[C:4]([C:9]([O:11][CH2:19][CH3:20])=[O:10])[N:3]=[CH:2]1. Given the reactants [NH:1]1[C:5]([C:6]([OH:8])=[O:7])=[C:4]([C:9]([OH:11])=[O:10])[N:3]=[CH:2]1.[CH2:12](N(CC)CC)[CH3:13].[CH2:19](O)[CH3:20], predict the reaction product. (6) Given the reactants CC(OC(/N=N/C(OC(C)C)=O)=O)C.[F:15][C:16]1[C:17]([OH:34])=[CH:18][C:19]([CH2:22][N:23]2[C:31](=[O:32])[C:30]3[C:25](=[CH:26][CH:27]=[CH:28][CH:29]=3)[C:24]2=[O:33])=[N:20][CH:21]=1.[F:35][C:36]([F:46])([F:45])[C:37]1[CH:38]=[C:39]([CH2:43]O)[CH:40]=[N:41][CH:42]=1.C1C=CC(P(C2C=CC=CC=2)C2C=CC=CC=2)=CC=1, predict the reaction product. The product is: [F:15][C:16]1[C:17]([O:34][CH2:43][C:39]2[CH:40]=[N:41][CH:42]=[C:37]([C:36]([F:46])([F:35])[F:45])[CH:38]=2)=[CH:18][C:19]([CH2:22][N:23]2[C:24](=[O:33])[C:25]3[C:30](=[CH:29][CH:28]=[CH:27][CH:26]=3)[C:31]2=[O:32])=[N:20][CH:21]=1.